From a dataset of Catalyst prediction with 721,799 reactions and 888 catalyst types from USPTO. Predict which catalyst facilitates the given reaction. (1) Reactant: [C:1]([C@@H:8]1[CH2:13][C@@:12]2([NH2:15])[CH2:14][C@H:9]1[CH2:10][N:11]2[C:16]1[C:28]2[C:27]3[C:22](=[C:23]([N:30]([CH3:36])[C:31](=[O:35])[O:32][CH2:33]Cl)[CH:24]=[C:25]([F:29])[CH:26]=3)[NH:21][C:20]=2[N:19]=[C:18]([O:37][C:38]2[CH:39]=[N:40][C:41]([CH3:44])=[N:42][CH:43]=2)[N:17]=1)([O:3][C:4]([CH3:7])([CH3:6])[CH3:5])=[O:2].[I-].[Na+].[C:47]([O:51][P:52]([O-:59])([O:54][C:55]([CH3:58])([CH3:57])[CH3:56])=[O:53])([CH3:50])([CH3:49])[CH3:48].C([N+](CCCC)(CCCC)CCCC)CCC. Product: [C:1]([C@@H:8]1[CH2:13][C@@:12]2([NH2:15])[CH2:14][C@H:9]1[CH2:10][N:11]2[C:16]1[C:28]2[C:27]3[C:22](=[C:23]([N:30]([CH3:36])[C:31](=[O:35])[O:32][CH2:33][O:59][P:52]([O:51][C:47]([CH3:50])([CH3:49])[CH3:48])([O:54][C:55]([CH3:56])([CH3:57])[CH3:58])=[O:53])[CH:24]=[C:25]([F:29])[CH:26]=3)[NH:21][C:20]=2[N:19]=[C:18]([O:37][C:38]2[CH:39]=[N:40][C:41]([CH3:44])=[N:42][CH:43]=2)[N:17]=1)([O:3][C:4]([CH3:7])([CH3:6])[CH3:5])=[O:2]. The catalyst class is: 1. (2) Reactant: [C:1]([O:5][C:6]([N:8]1[CH2:15][CH2:14][C:13]([CH3:17])([CH3:16])[CH:9]1[C:10]([OH:12])=O)=[O:7])([CH3:4])([CH3:3])[CH3:2].[Cl:18][C:19]1[CH:20]=[CH:21][C:22]([N:34]2[CH:38]=[N:37][N:36]=[N:35]2)=[C:23]([CH:33]=1)[CH2:24][NH:25][C:26](=[O:32])[C@@H:27]1[CH2:31][CH2:30][CH2:29][NH:28]1. Product: [C:1]([O:5][C:6]([N:8]1[CH2:15][CH2:14][C:13]([CH3:17])([CH3:16])[C@H:9]1[C:10]([N:28]1[CH2:29][CH2:30][CH2:31][C@H:27]1[C:26]([NH:25][CH2:24][C:23]1[CH:33]=[C:19]([Cl:18])[CH:20]=[CH:21][C:22]=1[N:34]1[CH:38]=[N:37][N:36]=[N:35]1)=[O:32])=[O:12])=[O:7])([CH3:2])([CH3:3])[CH3:4]. The catalyst class is: 344.